From a dataset of Full USPTO retrosynthesis dataset with 1.9M reactions from patents (1976-2016). Predict the reactants needed to synthesize the given product. (1) Given the product [O:10]=[C:5]([CH2:6][CH2:7][CH2:8][CH3:9])[CH2:4][C:3]([NH2:12])=[O:2], predict the reactants needed to synthesize it. The reactants are: C[O:2][C:3](=O)[CH2:4][C:5](=[O:10])[CH2:6][CH2:7][CH2:8][CH3:9].[NH3:12]. (2) Given the product [Cl:12][C:13]1[CH:14]=[C:15]2[C:19](=[CH:20][CH:21]=1)[NH:18][C:17](=[O:22])[C:16]2([OH:23])[C:2]1[CH:11]=[CH:10][C:9]2[C:4](=[CH:5][CH:6]=[CH:7][CH:8]=2)[CH:3]=1, predict the reactants needed to synthesize it. The reactants are: Br[C:2]1[CH:11]=[CH:10][C:9]2[C:4](=[CH:5][CH:6]=[CH:7][CH:8]=2)[CH:3]=1.[Cl:12][C:13]1[CH:14]=[C:15]2[C:19](=[CH:20][CH:21]=1)[NH:18][C:17](=[O:22])[C:16]2=[O:23]. (3) The reactants are: [N:1]1[CH:6]=[CH:5][N:4]=[CH:3][C:2]=1[C:7]([OH:9])=O.FC(F)(F)C[NH2:13].Cl.ON1C2C=CC=CC=2N=N1.CN(C)CCCN=C=NCC. Given the product [N:1]1[CH:6]=[CH:5][N:4]=[CH:3][C:2]=1[C:7]([NH2:13])=[O:9], predict the reactants needed to synthesize it. (4) Given the product [Br:12][C:13]1[CH:14]=[CH:15][C:16]([C:19]([C:21]2[CH:26]=[CH:25][CH:24]=[C:23]([O:27][CH3:28])[CH:22]=2)=[O:20])=[CH:17][CH:18]=1, predict the reactants needed to synthesize it. The reactants are: CS(C)=O.FC(F)(F)C(O)=O.[Br:12][C:13]1[CH:18]=[CH:17][C:16]([CH:19]([C:21]2[CH:26]=[CH:25][CH:24]=[C:23]([O:27][CH3:28])[CH:22]=2)[OH:20])=[CH:15][CH:14]=1.CCN(CC)CC. (5) Given the product [CH3:1][S:2]([O:5][CH2:6][C:7]1[CH:8]=[CH:22][C:17]([CH:13]2[CH2:16][CH2:15][CH2:14]2)=[CH:18][CH:12]=1)(=[O:4])=[O:3], predict the reactants needed to synthesize it. The reactants are: [CH3:1][S:2]([O:5][CH2:6][C:7]1[CH:8]=NC=N[CH:12]=1)(=[O:4])=[O:3].[CH:13]1([C:17]2[CH:22]=CC(CO)=C[CH:18]=2)[CH2:16][CH2:15][CH2:14]1. (6) Given the product [Cl:12][C:9]1[CH:10]=[N:11][C:5]2[CH:4]=[N:3][C:2]([NH:18][C:17]3[CH:19]=[CH:20][C:14]([OH:13])=[CH:15][CH:16]=3)=[N:7][C:6]=2[CH:8]=1, predict the reactants needed to synthesize it. The reactants are: Cl[C:2]1[N:3]=[CH:4][C:5]2[N:11]=[CH:10][C:9]([Cl:12])=[CH:8][C:6]=2[N:7]=1.[OH:13][C:14]1[CH:20]=[CH:19][C:17]([NH2:18])=[CH:16][CH:15]=1.